From a dataset of Full USPTO retrosynthesis dataset with 1.9M reactions from patents (1976-2016). Predict the reactants needed to synthesize the given product. (1) Given the product [F:1][C:2]1[CH:13]=[CH:12][CH:11]=[CH:10][C:3]=1[C:4](=[O:5])[CH:14]=[CH2:15], predict the reactants needed to synthesize it. The reactants are: [F:1][C:2]1[CH:13]=[CH:12][CH:11]=[CH:10][C:3]=1[C:4](N(OC)C)=[O:5].[CH:14]([Mg]Br)=[CH2:15]. (2) The reactants are: C(OC(=O)[NH:7][C:8]1[CH:13]=[CH:12][C:11]([C:14]2[N:23]=[C:22]3[N:16]([CH2:17][CH2:18][C:19]4[CH:35]=[CH:34][CH:33]=[CH:32][C:20]=4[CH:21]3[O:24][CH:25]3[CH2:30][CH2:29][N:28]([CH3:31])[CH2:27][CH2:26]3)[CH:15]=2)=[CH:10][CH:9]=1)(C)(C)C.FC(F)(F)C(O)=O.O.[OH-].[Na+]. Given the product [CH3:31][N:28]1[CH2:27][CH2:26][CH:25]([O:24][CH:21]2[C:20]3[CH:32]=[CH:33][CH:34]=[CH:35][C:19]=3[CH2:18][CH2:17][N:16]3[C:22]2=[N:23][C:14]([C:11]2[CH:10]=[CH:9][C:8]([NH2:7])=[CH:13][CH:12]=2)=[CH:15]3)[CH2:30][CH2:29]1, predict the reactants needed to synthesize it.